Dataset: Forward reaction prediction with 1.9M reactions from USPTO patents (1976-2016). Task: Predict the product of the given reaction. (1) Given the reactants [Cl:1][C:2]1[C:10]2[C:9]([N:11]3[CH2:14][CH:13]([NH2:15])[CH2:12]3)=[N:8][C:7]([S:16][C:17]3[CH:26]=[N:25][C:24]4[C:19](=[N:20][CH:21]=[CH:22][N:23]=4)[CH:18]=3)=[N:6][C:5]=2[NH:4][C:3]=1[CH2:27][CH3:28].C(N(CC)CC)C.[CH3:36][S:37](Cl)(=[O:39])=[O:38].CO, predict the reaction product. The product is: [Cl:1][C:2]1[C:10]2[C:9]([N:11]3[CH2:14][CH:13]([NH:15][S:37]([CH3:36])(=[O:39])=[O:38])[CH2:12]3)=[N:8][C:7]([S:16][C:17]3[CH:26]=[N:25][C:24]4[C:19](=[N:20][CH:21]=[CH:22][N:23]=4)[CH:18]=3)=[N:6][C:5]=2[NH:4][C:3]=1[CH2:27][CH3:28]. (2) The product is: [C:20]([O:24][C:25]([N:27]1[CH2:32][CH2:31][CH:30]([CH2:33][CH2:34][NH:35][C:2]2[N:11]=[C:10]3[C:5]([C:6](=[O:18])[C:7]([C:15]([OH:17])=[O:16])=[CH:8][N:9]3[CH:12]3[CH2:14][CH2:13]3)=[CH:4][C:3]=2[F:19])[CH2:29][CH2:28]1)=[O:26])([CH3:23])([CH3:22])[CH3:21]. Given the reactants Cl[C:2]1[N:11]=[C:10]2[C:5]([C:6](=[O:18])[C:7]([C:15]([OH:17])=[O:16])=[CH:8][N:9]2[CH:12]2[CH2:14][CH2:13]2)=[CH:4][C:3]=1[F:19].[C:20]([O:24][C:25]([N:27]1[CH2:32][CH2:31][CH:30]([CH2:33][CH2:34][NH2:35])[CH2:29][CH2:28]1)=[O:26])([CH3:23])([CH3:22])[CH3:21], predict the reaction product. (3) Given the reactants C[O:2][C:3]([C@@H:5]1[NH:10][C:9](=O)[CH2:8][N:7]2[CH2:12][CH2:13][CH2:14][C@@H:6]12)=O.[H-].[Al+3].[Li+].[H-].[H-].[H-].O.[OH-].[Na+], predict the reaction product. The product is: [C@@H:5]1([CH2:3][OH:2])[NH:10][CH2:9][CH2:8][N:7]2[CH2:12][CH2:13][CH2:14][C@@H:6]12.